This data is from Forward reaction prediction with 1.9M reactions from USPTO patents (1976-2016). The task is: Predict the product of the given reaction. (1) Given the reactants [F:1][C:2]1[CH:3]=[CH:4][CH:5]=[C:6]2[C:11]=1[N:10]=[C:9]([C:12]1[CH:17]=[CH:16][CH:15]=[CH:14][CH:13]=1)[C:8]([CH2:18][CH:19]1[CH2:24][CH2:23][NH:22][CH2:21][CH2:20]1)=[C:7]2[C:25]([NH:27][C@H:28]([C:31]1[CH:36]=[CH:35][CH:34]=[CH:33][CH:32]=1)[CH2:29][CH3:30])=[O:26].[O:37]1[CH2:42][CH2:41][C:40](=O)[CH2:39][CH2:38]1.C(O[BH-](OC(=O)C)OC(=O)C)(=O)C.[Na+].Cl.C([O-])(O)=O.[Na+], predict the reaction product. The product is: [F:1][C:2]1[CH:3]=[CH:4][CH:5]=[C:6]2[C:11]=1[N:10]=[C:9]([C:12]1[CH:13]=[CH:14][CH:15]=[CH:16][CH:17]=1)[C:8]([CH2:18][CH:19]1[CH2:24][CH2:23][N:22]([CH:40]3[CH2:41][CH2:42][O:37][CH2:38][CH2:39]3)[CH2:21][CH2:20]1)=[C:7]2[C:25]([NH:27][C@H:28]([C:31]1[CH:32]=[CH:33][CH:34]=[CH:35][CH:36]=1)[CH2:29][CH3:30])=[O:26]. (2) Given the reactants Br[CH2:2][CH2:3][CH2:4][CH2:5][CH2:6][CH2:7][CH2:8][CH2:9][CH2:10][CH2:11][CH2:12][CH2:13][OH:14].[CH3:15][CH:16]([CH3:20])[CH2:17][CH2:18]Br, predict the reaction product. The product is: [CH3:15][CH:16]([CH3:20])[CH2:17][CH2:18][CH2:2][CH2:3][CH2:4][CH2:5][CH2:6][CH2:7][CH2:8][CH2:9][CH2:10][CH2:11][CH2:12][CH2:13][OH:14]. (3) Given the reactants [F:1][C:2]1[CH:3]=[C:4]([N:13]2[C:17]([CH3:19])([CH3:18])[C:16](=[O:20])[N:15]([C:21]3[CH:28]=[CH:27][C:24]([C:25]#[N:26])=[C:23]([C:29]([F:32])([F:31])[F:30])[CH:22]=3)[C:14]2=[S:33])[CH:5]=[CH:6][C:7]=1[O:8][CH2:9][CH:10]1[CH2:12][O:11]1.S(=O)(=O)(O)[OH:35].[OH-].[Na+], predict the reaction product. The product is: [OH:35][CH:10]([CH2:12][OH:11])[CH2:9][O:8][C:7]1[CH:6]=[CH:5][C:4]([N:13]2[C:17]([CH3:18])([CH3:19])[C:16](=[O:20])[N:15]([C:21]3[CH:28]=[CH:27][C:24]([C:25]#[N:26])=[C:23]([C:29]([F:31])([F:32])[F:30])[CH:22]=3)[C:14]2=[S:33])=[CH:3][C:2]=1[F:1]. (4) Given the reactants [OH:1][CH2:2][C:3]([C:14]1[CH:19]=[CH:18][CH:17]=[CH:16][CH:15]=1)([C:9]([O:11][CH2:12][CH3:13])=[O:10])[C:4]([O:6][CH2:7][CH3:8])=[O:5].CN(C)C1C=CC=CC=1.ClC(Cl)(O[C:33](=[O:39])[O:34][C:35](Cl)(Cl)Cl)Cl.[CH3:41][N:42]([CH3:72])[C:43]([C:45]1[CH:50]=C(O)[C:48]([F:52])=[CH:47][C:46]=1[NH:53][C:54]([C:56]1[C:57]([C:62]2[CH:67]=[CH:66][C:65]([C:68]([F:71])([F:70])[F:69])=[CH:64][CH:63]=2)=[CH:58][CH:59]=[CH:60][CH:61]=1)=[O:55])=[O:44], predict the reaction product. The product is: [CH2:12]([O:11][C:9](=[O:10])[C:3]([CH2:2][O:1][C:33]([O:34][C:35]1[CH:50]=[C:45]([C:43](=[O:44])[N:42]([CH3:72])[CH3:41])[C:46]([NH:53][C:54]([C:56]2[C:57]([C:62]3[CH:63]=[CH:64][C:65]([C:68]([F:69])([F:71])[F:70])=[CH:66][CH:67]=3)=[CH:58][CH:59]=[CH:60][CH:61]=2)=[O:55])=[CH:47][C:48]=1[F:52])=[O:39])([C:14]1[CH:15]=[CH:16][CH:17]=[CH:18][CH:19]=1)[C:4]([O:6][CH2:7][CH3:8])=[O:5])[CH3:13]. (5) Given the reactants Br[CH2:2][CH2:3][CH2:4][C:5]([C:11]1[CH:16]=[CH:15][C:14]([O:17][CH3:18])=[C:13]([O:19][CH3:20])[CH:12]=1)([CH:8]([CH3:10])[CH3:9])[C:6]#[N:7].[CH3:21][NH:22][CH2:23][CH2:24][C:25]1[CH:26]=[C:27]([CH:35]=[CH:36][CH:37]=1)[C:28]([O:30][CH2:31][CH2:32][O:33][CH3:34])=[O:29], predict the reaction product. The product is: [C:6]([C:5]([C:11]1[CH:16]=[CH:15][C:14]([O:17][CH3:18])=[C:13]([O:19][CH3:20])[CH:12]=1)([CH:8]([CH3:10])[CH3:9])[CH2:4][CH2:3][CH2:2][N:22]([CH3:21])[CH2:23][CH2:24][C:25]1[CH:26]=[C:27]([CH:35]=[CH:36][CH:37]=1)[C:28]([O:30][CH2:31][CH2:32][O:33][CH3:34])=[O:29])#[N:7].